This data is from Full USPTO retrosynthesis dataset with 1.9M reactions from patents (1976-2016). The task is: Predict the reactants needed to synthesize the given product. (1) Given the product [C:39]([O:43][C:44](=[O:47])[CH2:45][NH:46][C:12](=[O:14])[CH2:11][C:3]1[CH:4]=[C:5]([N+:8]([O-:10])=[O:9])[CH:6]=[CH:7][C:2]=1[F:1])([CH3:42])([CH3:41])[CH3:40], predict the reactants needed to synthesize it. The reactants are: [F:1][C:2]1[CH:7]=[CH:6][C:5]([N+:8]([O-:10])=[O:9])=[CH:4][C:3]=1[CH2:11][C:12]([OH:14])=O.CN(C(ON1N=NC2C=CC=NC1=2)=[N+](C)C)C.F[P-](F)(F)(F)(F)F.[C:39]([O:43][C:44](=[O:47])[CH2:45][NH2:46])([CH3:42])([CH3:41])[CH3:40].C(N(C(C)C)CC)(C)C. (2) Given the product [Br:15][C:4]1[C:5]([NH2:8])=[N:6][CH:7]=[C:2]([CH3:1])[N:3]=1, predict the reactants needed to synthesize it. The reactants are: [CH3:1][C:2]1[N:3]=[CH:4][C:5]([NH2:8])=[N:6][CH:7]=1.N1C=CC=CC=1.[Br:15]Br.O. (3) Given the product [F:18][C:14]1[CH:13]=[C:12]2[C:17](/[C:8](=[CH:7]/[CH2:6][S:23][C:22](=[NH:21])[NH2:24])/[CH2:9][CH2:10][O:11]2)=[CH:16][CH:15]=1, predict the reactants needed to synthesize it. The reactants are: FC(F)(F)C(O[CH2:6][CH:7]=[C:8]1[C:17]2[C:12](=[CH:13][C:14]([F:18])=[CH:15][CH:16]=2)[O:11][CH2:10][CH2:9]1)=O.[NH2:21][C:22]([NH2:24])=[S:23]. (4) Given the product [CH3:25][C@H:23]1[NH:24][C@@H:19]([CH3:18])[CH2:20][N:21]([C:26]([C:28]2[CH:32]=[C:31]([CH3:33])[NH:30][C:29]=2[CH:34]=[C:10]2[C:9]3[C:13](=[CH:14][CH:15]=[CH:16][C:8]=3[C:3]3[CH:4]=[CH:5][CH:6]=[CH:7][C:2]=3[F:1])[NH:12][C:11]2=[O:17])=[O:27])[CH2:22]1, predict the reactants needed to synthesize it. The reactants are: [F:1][C:2]1[CH:7]=[CH:6][CH:5]=[CH:4][C:3]=1[C:8]1[CH:16]=[CH:15][CH:14]=[C:13]2[C:9]=1[CH2:10][C:11](=[O:17])[NH:12]2.[CH3:18][C@H:19]1[NH:24][C@@H:23]([CH3:25])[CH2:22][N:21]([C:26]([C:28]2[CH:32]=[C:31]([CH3:33])[NH:30][C:29]=2[CH:34]=O)=[O:27])[CH2:20]1. (5) Given the product [CH3:20][C:19]1([CH3:21])[CH2:23][CH2:29][C:25]2[C:26](=[CH:13][C:4]([N+:1]([O-:3])=[O:2])=[CH:5][CH:6]=2)[C:27]1=[O:28], predict the reactants needed to synthesize it. The reactants are: [N+:1]([C:4]1[CH:13]=C2C(CCCC2=O)=[CH:6][CH:5]=1)([O-:3])=[O:2].C(N[CH:19]([CH3:21])[CH3:20])(C)C.[Li].[CH3:23]I.[CH2:25]1[CH2:29][O:28][CH2:27][CH2:26]1. (6) Given the product [C:19]([C:18]1[NH:28][C:9]([C:11]2[CH:16]=[CH:15][CH:14]=[CH:13][CH:12]=2)=[C:8]([C:6]2[CH:7]=[CH:2][NH:3][C:24](=[O:27])[CH:25]=2)[CH:17]=1)([CH3:22])([CH3:21])[CH3:20], predict the reactants needed to synthesize it. The reactants are: F[C:2]1[CH:7]=[C:6]([CH:8]([CH2:17][C:18](=O)[C:19]([CH3:22])([CH3:21])[CH3:20])[C:9]([C:11]2[CH:16]=[CH:15][CH:14]=[CH:13][CH:12]=2)=O)C=C[N:3]=1.[C:24]([O-:27])(=O)[CH3:25].[NH4+:28].C([O-])(O)=O.[Na+].CCOC(C)=O. (7) Given the product [Cl:1][C:2]1[CH:3]=[C:4]([NH:17][C:18]2[C:19]3[CH:26]=[C:25]([C:27]#[C:28][C:30]4[S:31][CH:32]=[CH:33][N:34]=4)[S:24][C:20]=3[N:21]=[CH:22][N:23]=2)[CH:5]=[CH:6][C:7]=1[O:8][CH2:9][C:10]1[CH:15]=[CH:14][CH:13]=[C:12]([F:16])[CH:11]=1, predict the reactants needed to synthesize it. The reactants are: [Cl:1][C:2]1[CH:3]=[C:4]([NH:17][C:18]2[C:19]3[CH:26]=[C:25]([C:27]#[CH:28])[S:24][C:20]=3[N:21]=[CH:22][N:23]=2)[CH:5]=[CH:6][C:7]=1[O:8][CH2:9][C:10]1[CH:15]=[CH:14][CH:13]=[C:12]([F:16])[CH:11]=1.Br[C:30]1[S:31][CH:32]=[CH:33][N:34]=1.C(N(CC)CC)C. (8) Given the product [CH3:17][C:16]1[N:8]([C:9]2[CH:14]=[CH:13][CH:12]=[CH:11][C:10]=2[CH3:15])[C:2]([C:3]([O:5][CH2:6][CH3:7])=[O:4])=[N:20][N:19]=1, predict the reactants needed to synthesize it. The reactants are: Cl[C:2](=[N:8][C:9]1[CH:14]=[CH:13][CH:12]=[CH:11][C:10]=1[CH3:15])[C:3]([O:5][CH2:6][CH3:7])=[O:4].[C:16]([NH:19][NH2:20])(=O)[CH3:17]. (9) Given the product [CH3:17][O:18][N:19]=[C:13]([C:8]1[CH:9]=[CH:10][CH:11]=[CH:12][C:7]=1[N:1]1[CH2:6][CH2:5][O:4][CH2:3][CH2:2]1)[CH3:14], predict the reactants needed to synthesize it. The reactants are: [N:1]1([C:7]2[CH:12]=[CH:11][CH:10]=[CH:9][C:8]=2[C:13](=O)[CH3:14])[CH2:6][CH2:5][O:4][CH2:3][CH2:2]1.Cl.[CH3:17][O:18][NH2:19].